This data is from NCI-60 drug combinations with 297,098 pairs across 59 cell lines. The task is: Regression. Given two drug SMILES strings and cell line genomic features, predict the synergy score measuring deviation from expected non-interaction effect. (1) Cell line: HS 578T. Drug 1: CCC1=C2CN3C(=CC4=C(C3=O)COC(=O)C4(CC)O)C2=NC5=C1C=C(C=C5)O. Drug 2: C(CCl)NC(=O)N(CCCl)N=O. Synergy scores: CSS=27.8, Synergy_ZIP=-3.49, Synergy_Bliss=0.0281, Synergy_Loewe=4.39, Synergy_HSA=4.86. (2) Drug 1: CS(=O)(=O)OCCCCOS(=O)(=O)C. Drug 2: C(CN)CNCCSP(=O)(O)O. Cell line: HS 578T. Synergy scores: CSS=6.21, Synergy_ZIP=0.486, Synergy_Bliss=5.31, Synergy_Loewe=-5.42, Synergy_HSA=-0.387.